This data is from Forward reaction prediction with 1.9M reactions from USPTO patents (1976-2016). The task is: Predict the product of the given reaction. (1) Given the reactants Br[C:2]1[CH:3]=[C:4]2[C:9](=[C:10]([CH2:12][N:13]([CH:16]3[CH2:18][CH2:17]3)[CH:14]=O)[CH:11]=1)[O:8][C:7]([CH3:20])([CH3:19])[CH2:6][C:5]2([CH3:22])[CH3:21].[CH3:23][Si:24]([C:27]#[CH:28])([CH3:26])[CH3:25], predict the reaction product. The product is: [CH:16]1([N:13]([CH2:12][C:10]2[CH:11]=[C:2]([C:28]#[C:27][Si:24]([CH3:26])([CH3:25])[CH3:23])[CH:3]=[C:4]3[C:9]=2[O:8][C:7]([CH3:20])([CH3:19])[CH2:6][C:5]3([CH3:22])[CH3:21])[CH3:14])[CH2:18][CH2:17]1. (2) Given the reactants C(O)C.C(OC(=O)[NH:10][CH2:11][CH2:12][S:13]([C:16]1[C:17]2[CH:18]=[CH:19][N:20]=[CH:21][C:22]=2[CH:23]=[C:24]([C:26]2[CH:31]=[CH:30][C:29]([O:32]C3CCCCO3)=[CH:28][CH:27]=2)[CH:25]=1)(=[O:15])=[O:14])(C)(C)C.[ClH:40], predict the reaction product. The product is: [ClH:40].[ClH:40].[NH2:10][CH2:11][CH2:12][S:13]([C:16]1[CH:25]=[C:24]([C:26]2[CH:31]=[CH:30][C:29]([OH:32])=[CH:28][CH:27]=2)[CH:23]=[C:22]2[C:17]=1[CH:18]=[CH:19][N:20]=[CH:21]2)(=[O:14])=[O:15].